From a dataset of Forward reaction prediction with 1.9M reactions from USPTO patents (1976-2016). Predict the product of the given reaction. (1) Given the reactants C(N(CC)CC)C.[CH3:8][C:9]1[N:10]([CH2:20][CH2:21][OH:22])[CH:11]=[C:12]([C:14]2[CH:19]=[CH:18][CH:17]=[CH:16][CH:15]=2)[CH:13]=1.[C:23](Cl)(=[O:25])[CH3:24], predict the reaction product. The product is: [C:23]([O:22][CH2:21][CH2:20][N:10]1[CH:11]=[C:12]([C:14]2[CH:19]=[CH:18][CH:17]=[CH:16][CH:15]=2)[CH:13]=[C:9]1[CH3:8])(=[O:25])[CH3:24]. (2) Given the reactants [Cl:1][C:2]1[C:7]([C:8]([F:11])([F:10])[F:9])=[CH:6][CH:5]=[CH:4][C:3]=1[C:12]([N:14]1[CH2:19][CH2:18][N:17]2[CH:20]=[CH:21][N:22]=[C:16]2[CH2:15]1)=[O:13].Br[C:24]1[CH:29]=[CH:28][CH:27]=[CH:26][C:25]=1[CH3:30].C1(P(C2C=CC=CC=2)C2C=CC=CC=2)C=CC=CC=1.C(=O)([O-])[O-].[Cs+].[Cs+].Cl, predict the reaction product. The product is: [Cl:1][C:2]1[C:7]([C:8]([F:9])([F:10])[F:11])=[CH:6][CH:5]=[CH:4][C:3]=1[C:12]([N:14]1[CH2:19][CH2:18][N:17]2[C:20]([C:24]3[CH:29]=[CH:28][CH:27]=[CH:26][C:25]=3[CH3:30])=[CH:21][N:22]=[C:16]2[CH2:15]1)=[O:13]. (3) Given the reactants [CH2:1]([NH:8][C:9]1[CH:10]=[C:11]([C:18]2[CH:23]=[CH:22][CH:21]=[C:20]([C:24](=[O:26])[CH3:25])[CH:19]=2)[CH:12]=[CH:13][C:14]=1[N+:15]([O-:17])=[O:16])[C:2]1[CH:7]=[CH:6][CH:5]=[CH:4][CH:3]=1.[BH4-].[Na+], predict the reaction product. The product is: [CH2:1]([NH:8][C:9]1[CH:10]=[C:11]([C:18]2[CH:23]=[CH:22][CH:21]=[C:20]([CH:24]([OH:26])[CH3:25])[CH:19]=2)[CH:12]=[CH:13][C:14]=1[N+:15]([O-:17])=[O:16])[C:2]1[CH:7]=[CH:6][CH:5]=[CH:4][CH:3]=1.